This data is from Peptide-MHC class I binding affinity with 185,985 pairs from IEDB/IMGT. The task is: Regression. Given a peptide amino acid sequence and an MHC pseudo amino acid sequence, predict their binding affinity value. This is MHC class I binding data. (1) The peptide sequence is FRNQVKIRR. The MHC is HLA-A03:01 with pseudo-sequence HLA-A03:01. The binding affinity (normalized) is 0.0847. (2) The peptide sequence is KRKLMYVSA. The MHC is HLA-A03:01 with pseudo-sequence HLA-A03:01. The binding affinity (normalized) is 0.0847.